From a dataset of Forward reaction prediction with 1.9M reactions from USPTO patents (1976-2016). Predict the product of the given reaction. (1) The product is: [Cl:1][C:2]1[CH:26]=[CH:25][C:24]([Cl:27])=[CH:23][C:3]=1[O:4][C:5]1[C:6]([C:11]([N:13]([CH3:14])[C:22]2[CH:21]=[CH:20][CH:19]=[CH:18][C:17]=2[CH3:16])=[O:12])=[CH:7][N:8]=[CH:9][CH:10]=1. Given the reactants [Cl:1][C:2]1[CH:26]=[CH:25][C:24]([Cl:27])=[CH:23][C:3]=1[O:4][C:5]1[CH:10]=[CH:9][N:8]=[CH:7][C:6]=1[C:11]([N:13]1[C:22]2[C:17](=[CH:18][CH:19]=[CH:20][CH:21]=2)[CH2:16]C[CH2:14]1)=[O:12].CNC1C(C)=CC=CC=1, predict the reaction product. (2) Given the reactants C(NC1C=C(C(OCC)=O)C(C2[C:12]([C:17]3[CH:22]=[C:21]([C:23](F)(F)F)[CH:20]=[CH:19][C:18]=3[O:27][CH2:28][C:29]3[CH:34]=[CH:33][CH:32]=[CH:31][CH:30]=3)=[CH:13]C=CC=2)=CC=1)(=O)C.C1(COC2C=CC=CC=2C2C=CC=CC=2B(O)O)C=CC=CC=1.Br[C:64]1[CH:69]=CC=C[C:65]=1[C:70]1[C:71]([C:77]([O:79][CH2:80][CH3:81])=[O:78])=[CH:72][C:73]([CH3:76])=[CH:74][CH:75]=1, predict the reaction product. The product is: [CH3:76][C:73]1[CH:72]=[C:71]([C:77]([O:79][CH2:80][CH3:81])=[O:78])[C:70]([C:65]2[C:22]([C:17]3[CH:12]=[CH:13][CH:20]=[CH:19][C:18]=3[O:27][CH2:28][C:29]3[CH:30]=[CH:31][CH:32]=[CH:33][CH:34]=3)=[CH:21][CH:23]=[CH:69][CH:64]=2)=[CH:75][CH:74]=1. (3) The product is: [CH3:20][NH:21][C:22]([N:3]1[C:11]2[C:6](=[CH:7][C:8]([O:12][C:13]3[CH:14]=[C:15]([NH2:19])[N:16]=[CH:17][N:18]=3)=[CH:9][CH:10]=2)[CH:5]=[CH:4]1)=[O:23]. Given the reactants [H-].[Na+].[NH:3]1[C:11]2[C:6](=[CH:7][C:8]([O:12][C:13]3[N:18]=[CH:17][N:16]=[C:15]([NH2:19])[CH:14]=3)=[CH:9][CH:10]=2)[CH:5]=[CH:4]1.[CH3:20][NH:21][C:22](=O)[O:23]C1C=CC=CC=1, predict the reaction product. (4) Given the reactants [CH:1]([C:4]1[CH:9]=[CH:8][C:7]([CH:10]2[C:14]3([CH2:19][CH2:18][N:17]([CH3:20])[CH2:16][CH2:15]3)[O:13][C:12]3[C:21]([CH3:28])=[C:22]([CH3:27])[C:23]([NH2:26])=[C:24]([CH3:25])[C:11]2=3)=[CH:6][CH:5]=1)([CH3:3])[CH3:2].[Cl:29][C:30]1[CH:38]=[CH:37][C:33]([C:34](Cl)=[O:35])=[CH:32][CH:31]=1, predict the reaction product. The product is: [Cl:29][C:30]1[CH:38]=[CH:37][C:33]([C:34]([NH:26][C:23]2[C:22]([CH3:27])=[C:21]([CH3:28])[C:12]3[O:13][C:14]4([CH2:19][CH2:18][N:17]([CH3:20])[CH2:16][CH2:15]4)[CH:10]([C:7]4[CH:6]=[CH:5][C:4]([CH:1]([CH3:3])[CH3:2])=[CH:9][CH:8]=4)[C:11]=3[C:24]=2[CH3:25])=[O:35])=[CH:32][CH:31]=1. (5) Given the reactants [CH3:1][N:2]([CH3:20])[C:3]1[CH:8]=[CH:7][C:6]([CH2:9][NH:10][C:11]2[CH:16]=[CH:15][C:14]([O:17][CH2:18][CH3:19])=[CH:13][CH:12]=2)=[CH:5][CH:4]=1.[CH:21]([C:24]1[CH:29]=[CH:28][CH:27]=[C:26]([CH:30]([CH3:32])[CH3:31])[C:25]=1[N:33]=[C:34]=[O:35])([CH3:23])[CH3:22], predict the reaction product. The product is: [CH:21]([C:24]1[CH:29]=[CH:28][CH:27]=[C:26]([CH:30]([CH3:31])[CH3:32])[C:25]=1[NH:33][C:34](=[O:35])[N:10]([CH2:9][C:6]1[CH:5]=[CH:4][C:3]([N:2]([CH3:20])[CH3:1])=[CH:8][CH:7]=1)[C:11]1[CH:12]=[CH:13][C:14]([O:17][CH2:18][CH3:19])=[CH:15][CH:16]=1)([CH3:22])[CH3:23]. (6) Given the reactants [OH-].[Na+].[C:3]([O:7][C:8]([C@@H:10]([CH3:32])[C:11]([NH:13][CH2:14][C:15]1[CH:16]=[C:17]([C:21]2[N:25]([CH3:26])[N:24]=[CH:23][C:22]=2[C:27]([O:29]CC)=[O:28])[CH:18]=[CH:19][CH:20]=1)=[O:12])=[O:9])([CH3:6])([CH3:5])[CH3:4], predict the reaction product. The product is: [C:3]([O:7][C:8]([C@@H:10]([CH3:32])[C:11]([NH:13][CH2:14][C:15]1[CH:16]=[C:17]([C:21]2[N:25]([CH3:26])[N:24]=[CH:23][C:22]=2[C:27]([OH:29])=[O:28])[CH:18]=[CH:19][CH:20]=1)=[O:12])=[O:9])([CH3:6])([CH3:4])[CH3:5]. (7) Given the reactants [CH3:1][C:2]1[C:7]([O:8][C:9]2[CH:14]=[CH:13][N:12]=[C:11]([C:15]3[CH:16]=[N:17][N:18]([CH3:20])[CH:19]=3)[CH:10]=2)=[CH:6][N:5]=[C:4](N)[CH:3]=1.[I:22]CI.C(ON=O)(C)(C)C, predict the reaction product. The product is: [I:22][C:4]1[CH:3]=[C:2]([CH3:1])[C:7]([O:8][C:9]2[CH:14]=[CH:13][N:12]=[C:11]([C:15]3[CH:16]=[N:17][N:18]([CH3:20])[CH:19]=3)[CH:10]=2)=[CH:6][N:5]=1. (8) Given the reactants [C:1]([O:5][C:6]([N:8]1[CH2:13][CH2:12][CH:11]([CH2:14][CH2:15][CH2:16][O:17][C:18]2[CH:23]=[CH:22][C:21]([C:24]([OH:26])=O)=[C:20]([CH3:27])[CH:19]=2)[CH2:10][CH2:9]1)=[O:7])([CH3:4])([CH3:3])[CH3:2].[NH2:28][C@H:29]([CH3:32])[CH2:30][OH:31], predict the reaction product. The product is: [C:1]([O:5][C:6]([N:8]1[CH2:13][CH2:12][CH:11]([CH2:14][CH2:15][CH2:16][O:17][C:18]2[CH:23]=[CH:22][C:21]([C:24](=[O:26])[NH:28][C@H:29]([CH3:32])[CH2:30][OH:31])=[C:20]([CH3:27])[CH:19]=2)[CH2:10][CH2:9]1)=[O:7])([CH3:4])([CH3:3])[CH3:2]. (9) Given the reactants I[C:2]1[CH:7]=[CH:6][C:5]([S:8]([NH:11][CH2:12][C:13]2[CH:27]=[CH:26][C:16]([C:17]([NH:19][C:20]3[CH:21]=[N:22][CH:23]=[CH:24][CH:25]=3)=[O:18])=[CH:15][CH:14]=2)(=[O:10])=[O:9])=[CH:4][CH:3]=1.B(O)(O)[C:29]1[CH:34]=[CH:33][CH:32]=[C:31]([C:35]([F:38])([F:37])[F:36])[CH:30]=1.C([O-])([O-])=O.[K+].[K+], predict the reaction product. The product is: [N:22]1[CH:23]=[CH:24][CH:25]=[C:20]([NH:19][C:17](=[O:18])[C:16]2[CH:26]=[CH:27][C:13]([CH2:12][NH:11][S:8]([C:5]3[CH:6]=[CH:7][C:2]([C:29]4[CH:34]=[CH:33][CH:32]=[C:31]([C:35]([F:38])([F:37])[F:36])[CH:30]=4)=[CH:3][CH:4]=3)(=[O:10])=[O:9])=[CH:14][CH:15]=2)[CH:21]=1. (10) Given the reactants O=[C:2]1[C@H:6]([CH2:7][NH:8][C:9]([O:11][CH2:12][C:13]2[CH:18]=[CH:17][CH:16]=[CH:15][CH:14]=2)=[O:10])[CH2:5][N:4]([C:19]([O:21][C:22]([CH3:25])([CH3:24])[CH3:23])=[O:20])[CH2:3]1.Cl.[NH2:27][OH:28].C([O-])(=O)C.[Na+], predict the reaction product. The product is: [OH:28]/[N:27]=[C:2]1\[CH2:3][N:4]([C:19]([O:21][C:22]([CH3:25])([CH3:24])[CH3:23])=[O:20])[CH2:5][C@H:6]\1[CH2:7][NH:8][C:9]([O:11][CH2:12][C:13]1[CH:18]=[CH:17][CH:16]=[CH:15][CH:14]=1)=[O:10].